This data is from Merck oncology drug combination screen with 23,052 pairs across 39 cell lines. The task is: Regression. Given two drug SMILES strings and cell line genomic features, predict the synergy score measuring deviation from expected non-interaction effect. (1) Drug 1: C#Cc1cccc(Nc2ncnc3cc(OCCOC)c(OCCOC)cc23)c1. Cell line: HT29. Synergy scores: synergy=4.83. Drug 2: Cn1cc(-c2cnn3c(N)c(Br)c(C4CCCNC4)nc23)cn1. (2) Synergy scores: synergy=3.60. Drug 1: O=c1[nH]cc(F)c(=O)[nH]1. Cell line: OVCAR3. Drug 2: N#Cc1ccc(Cn2cncc2CN2CCN(c3cccc(Cl)c3)C(=O)C2)cc1. (3) Drug 1: COc1cc(C2c3cc4c(cc3C(OC3OC5COC(C)OC5C(O)C3O)C3COC(=O)C23)OCO4)cc(OC)c1O. Drug 2: O=C(CCCCCCC(=O)Nc1ccccc1)NO. Cell line: SKOV3. Synergy scores: synergy=29.6. (4) Drug 1: O=C(NOCC(O)CO)c1ccc(F)c(F)c1Nc1ccc(I)cc1F. Drug 2: Cn1c(=O)n(-c2ccc(C(C)(C)C#N)cc2)c2c3cc(-c4cnc5ccccc5c4)ccc3ncc21. Cell line: UACC62. Synergy scores: synergy=33.7. (5) Drug 1: CNC(=O)c1cc(Oc2ccc(NC(=O)Nc3ccc(Cl)c(C(F)(F)F)c3)cc2)ccn1. Drug 2: Cn1cc(-c2cnn3c(N)c(Br)c(C4CCCNC4)nc23)cn1. Cell line: PA1. Synergy scores: synergy=16.0. (6) Drug 1: O=P1(N(CCCl)CCCl)NCCCO1. Drug 2: CS(=O)(=O)CCNCc1ccc(-c2ccc3ncnc(Nc4ccc(OCc5cccc(F)c5)c(Cl)c4)c3c2)o1. Cell line: T47D. Synergy scores: synergy=-5.98. (7) Drug 1: CS(=O)(=O)CCNCc1ccc(-c2ccc3ncnc(Nc4ccc(OCc5cccc(F)c5)c(Cl)c4)c3c2)o1. Drug 2: Cn1c(=O)n(-c2ccc(C(C)(C)C#N)cc2)c2c3cc(-c4cnc5ccccc5c4)ccc3ncc21. Cell line: HT29. Synergy scores: synergy=36.4.